The task is: Predict which catalyst facilitates the given reaction.. This data is from Catalyst prediction with 721,799 reactions and 888 catalyst types from USPTO. (1) Reactant: [C:1]([C:9]1[CH:10]=[N:11][C:12]([N:15]2[CH2:20][CH2:19][N:18](C(OC(C)(C)C)=O)[CH2:17][CH2:16]2)=[N:13][CH:14]=1)(=[O:8])[C:2]1[CH:7]=[CH:6][CH:5]=[CH:4][CH:3]=1.[ClH:28].O1CCOCC1. Product: [ClH:28].[C:2]1([C:1]([C:9]2[CH:14]=[N:13][C:12]([N:15]3[CH2:20][CH2:19][NH:18][CH2:17][CH2:16]3)=[N:11][CH:10]=2)=[O:8])[CH:3]=[CH:4][CH:5]=[CH:6][CH:7]=1. The catalyst class is: 12. (2) Reactant: [Br-].[C:2]([O:7][CH2:8][CH2:9][CH2:10][N:11]1[CH:15]=[CH:14][N+:13]([CH2:16][CH3:17])=[CH:12]1)(=[O:6])[C:3]([CH3:5])=[CH2:4].[N-:18]([S:26]([C:29]([F:32])([F:31])[F:30])(=[O:28])=[O:27])[S:19]([C:22]([F:25])([F:24])[F:23])(=[O:21])=[O:20].[Li+]. Product: [N-:18]([S:19]([C:22]([F:25])([F:23])[F:24])(=[O:21])=[O:20])[S:26]([C:29]([F:32])([F:31])[F:30])(=[O:28])=[O:27].[C:2]([O:7][CH2:8][CH2:9][CH2:10][N:11]1[CH:15]=[CH:14][N+:13]([CH2:16][CH3:17])=[CH:12]1)(=[O:6])[C:3]([CH3:5])=[CH2:4]. The catalyst class is: 6. (3) Reactant: [O:1]1[CH:5]=[CH:4][CH:3]=[C:2]1/[CH:6]=[C:7]1\[CH2:8][N:9](C(C2C=CC=CC=2)(C2C=CC=CC=2)C2C=CC=CC=2)[CH2:10][CH2:11][CH:12]\1[OH:13].[C:33]([OH:36])(=[O:35])[CH3:34]. The catalyst class is: 4. Product: [C:33]([OH:36])(=[O:35])[CH3:34].[O:1]1[CH:5]=[CH:4][CH:3]=[C:2]1/[CH:6]=[C:7]1\[CH2:8][NH:9][CH2:10][CH2:11][CH:12]\1[OH:13]. (4) Reactant: Br[C:2]1[CH:7]=[CH:6][CH:5]=[CH:4][C:3]=1[C:8]1[CH2:13][C:12]([CH3:15])([CH3:14])[CH2:11][C:10]([CH3:17])([CH3:16])[CH:9]=1.[C:18]([O:22][C:23]([N:25]1[CH2:30][CH2:29][NH:28][CH2:27][CH2:26]1)=[O:24])([CH3:21])([CH3:20])[CH3:19].C1(P(C2C=CC=CC=2)C2C=CC3C(=CC=CC=3)C=2C2C3C(=CC=CC=3)C=CC=2P(C2C=CC=CC=2)C2C=CC=CC=2)C=CC=CC=1.CC(C)([O-])C.[Na+]. Product: [C:18]([O:22][C:23]([N:25]1[CH2:30][CH2:29][N:28]([C:2]2[CH:7]=[CH:6][CH:5]=[CH:4][C:3]=2[C:8]2[CH2:13][C:12]([CH3:15])([CH3:14])[CH2:11][C:10]([CH3:17])([CH3:16])[CH:9]=2)[CH2:27][CH2:26]1)=[O:24])([CH3:21])([CH3:19])[CH3:20]. The catalyst class is: 164.